The task is: Predict the reactants needed to synthesize the given product.. This data is from Full USPTO retrosynthesis dataset with 1.9M reactions from patents (1976-2016). Given the product [F:1][C:2]1[CH:7]=[C:6]([N:8]2[C:30](=[O:31])[CH:29]=[C:28]([CH3:34])[N:24]=[C:25]2[CH3:27])[CH:5]=[CH:4][C:3]=1[NH:9][CH2:10][CH2:11][CH2:12][CH2:13][N:14]1[CH2:19][CH2:18][O:17][CH2:16][CH2:15]1, predict the reactants needed to synthesize it. The reactants are: [F:1][C:2]1[CH:7]=[C:6]([NH2:8])[CH:5]=[CH:4][C:3]=1[NH:9][CH2:10][CH2:11][CH2:12][CH2:13][N:14]1[CH2:19][CH2:18][O:17][CH2:16][CH2:15]1.C[Al](C)C.[NH:24](/[C:28](/[CH3:34])=[CH:29]\[C:30](OC)=[O:31])[C:25]([CH3:27])=O.